From a dataset of Catalyst prediction with 721,799 reactions and 888 catalyst types from USPTO. Predict which catalyst facilitates the given reaction. (1) Reactant: [CH3:1][O:2][C:3]([C:6]1[N:10]([CH2:11][CH:12]2[CH2:17][CH2:16][O:15][CH2:14][CH2:13]2)[C:9]2[CH:18]=[CH:19][C:20]([N:22](C)[C:23](=O)C)=[CH:21][C:8]=2[N:7]=1)([CH3:5])[CH3:4]. Product: [CH3:1][O:2][C:3]([C:6]1[N:10]([CH2:11][CH:12]2[CH2:17][CH2:16][O:15][CH2:14][CH2:13]2)[C:9]2[CH:18]=[CH:19][C:20]([NH:22][CH3:23])=[CH:21][C:8]=2[N:7]=1)([CH3:5])[CH3:4]. The catalyst class is: 14. (2) Reactant: [Br:1][C:2]1[CH:7]=[CH:6][C:5]([CH2:8]Cl)=[C:4]([CH3:10])[CH:3]=1.[C-:11]#[N:12].[Na+]. Product: [Br:1][C:2]1[CH:7]=[CH:6][C:5]([CH2:8][C:11]#[N:12])=[C:4]([CH3:10])[CH:3]=1. The catalyst class is: 3. (3) Reactant: [I:1][C:2]1[C:10]2[C:5](=[N:6][CH:7]=[N:8][C:9]=2[NH2:11])[NH:4][N:3]=1.[H-].[Na+].CS(O[CH2:19][CH2:20][NH:21][C:22]([O:24][C:25]([CH3:28])([CH3:27])[CH3:26])=[O:23])(=O)=O. Product: [NH2:11][C:9]1[N:8]=[CH:7][N:6]=[C:5]2[N:4]([CH2:19][CH2:20][NH:21][C:22](=[O:23])[O:24][C:25]([CH3:28])([CH3:27])[CH3:26])[N:3]=[C:2]([I:1])[C:10]=12. The catalyst class is: 3. (4) Reactant: C([Cu])#N.[Li+].[Br-].[Br-].[F:7][C:8]([F:18])([F:17])[C:9]1[CH:16]=[CH:15][C:12]([CH2:13][Zn+])=[CH:11][CH:10]=1.[F:19][C:20]1[CH:21]=[C:22]([CH:26]=[C:27]([F:30])[C:28]=1[F:29])[C:23](Cl)=[O:24]. Product: [F:7][C:8]([F:18])([F:17])[C:9]1[CH:16]=[CH:15][C:12]([CH2:13][C:23]([C:22]2[CH:26]=[C:27]([F:30])[C:28]([F:29])=[C:20]([F:19])[CH:21]=2)=[O:24])=[CH:11][CH:10]=1. The catalyst class is: 1. (5) Reactant: F[C:2]1[CH:7]=[CH:6][CH:5]=[C:4]([F:8])[C:3]=1[N+:9]([O-:11])=[O:10].C([O-])([O-])=O.[K+].[K+].[C:18]([O:26][CH2:27][CH3:28])(=[O:25])[CH2:19][C:20]([O:22][CH2:23][CH3:24])=[O:21].Cl. Product: [F:8][C:4]1[C:3]([N+:9]([O-:11])=[O:10])=[C:2]([CH:19]([C:20]([O:22][CH2:23][CH3:24])=[O:21])[C:18]([O:26][CH2:27][CH3:28])=[O:25])[CH:7]=[CH:6][CH:5]=1. The catalyst class is: 369. (6) Product: [F:1][C:2]1[CH:3]=[C:4]([N:8]2[CH:12]=[C:11]([C@@H:13]3[N:17]4[CH2:18][CH2:19][N:20]([C:23]5[N:30]=[CH:29][CH:28]=[CH:27][C:24]=5[C:25]#[N:26])[CH2:21][C@@H:16]4[CH2:15][CH2:14]3)[N:10]=[N:9]2)[CH:5]=[CH:6][CH:7]=1. Reactant: [F:1][C:2]1[CH:3]=[C:4]([N:8]2[CH:12]=[C:11]([C@@H:13]3[N:17]4[CH2:18][CH2:19][NH:20][CH2:21][C@@H:16]4[CH2:15][CH2:14]3)[N:10]=[N:9]2)[CH:5]=[CH:6][CH:7]=1.Cl[C:23]1[N:30]=[CH:29][CH:28]=[CH:27][C:24]=1[C:25]#[N:26].CCN(CC)CC. The catalyst class is: 1. (7) Reactant: [F:1]C(F)(F)C(O)=O.[Cl:8][C:9]1[CH:14]=[C:13](F)[C:12]([C:16]2([C:36]#[N:37])[CH:20]([CH2:21][C:22]([CH3:25])([CH3:24])[CH3:23])[NH:19][CH:18]([C:26]([OH:28])=O)[CH:17]2[C:29]2[CH:34]=[CH:33][CH:32]=[C:31]([Cl:35])[CH:30]=2)=[C:11]([F:38])[CH:10]=1.CC1(C)[O:44][C@@H:43]([CH2:45][CH2:46][NH2:47])[CH2:42][O:41]1.CN(C(ON1N=NC2C=CC=NC1=2)=[N+](C)C)C.F[P-](F)(F)(F)(F)F.CCN(C(C)C)C(C)C.Cl. Product: [OH:44][C@H:43]([CH2:42][OH:41])[CH2:45][CH2:46][NH:47][C:26]([CH:18]1[CH:17]([C:29]2[CH:34]=[CH:33][CH:32]=[C:31]([Cl:35])[CH:30]=2)[C:16]([C:12]2[CH:13]=[C:14]([F:1])[C:9]([Cl:8])=[CH:10][C:11]=2[F:38])([C:36]#[N:37])[CH:20]([CH2:21][C:22]([CH3:24])([CH3:23])[CH3:25])[NH:19]1)=[O:28]. The catalyst class is: 539. (8) Reactant: [C:1]([C:4]1[CH:9]=[CH:8][C:7]([NH:10][CH:11]([C:16]2[CH:21]=[CH:20][C:19]([O:22][CH:23]([CH3:25])[CH3:24])=[C:18]([O:26][CH2:27][CH3:28])[CH:17]=2)[C:12]([O:14][CH3:15])=[O:13])=[CH:6][CH:5]=1)(=[NH:3])[NH2:2].C(=O)(O)[O-].[Na+].Cl[C:35]([O:37][CH2:38][C:39]1[CH:44]=[CH:43][CH:42]=[CH:41][CH:40]=1)=[O:36]. Product: [CH2:38]([O:37][C:35]([NH:3][C:1]([C:4]1[CH:5]=[CH:6][C:7]([NH:10][CH:11]([C:16]2[CH:21]=[CH:20][C:19]([O:22][CH:23]([CH3:25])[CH3:24])=[C:18]([O:26][CH2:27][CH3:28])[CH:17]=2)[C:12]([O:14][CH3:15])=[O:13])=[CH:8][CH:9]=1)=[NH:2])=[O:36])[C:39]1[CH:44]=[CH:43][CH:42]=[CH:41][CH:40]=1. The catalyst class is: 4. (9) Product: [C:1]1([S:7]([C:10]2[C@H:17]3[C@H:15]([O:16]3)[C@H:14]([CH3:18])[C@H:13]([O:19][Si:29]([C:32]([CH3:35])([CH3:34])[CH3:33])([CH3:31])[CH3:30])[C@@H:12]([CH3:20])[CH:11]=2)(=[O:9])=[O:8])[CH:2]=[CH:3][CH:4]=[CH:5][CH:6]=1. Reactant: [C:1]1([S:7]([C:10]2[CH:17]3[CH:15]([O:16]3)[CH:14]([CH3:18])[CH:13]([OH:19])[CH:12]([CH3:20])[CH:11]=2)(=[O:9])=[O:8])[CH:6]=[CH:5][CH:4]=[CH:3][CH:2]=1.N1C(C)=CC=CC=1C.[Si:29](OS(C(F)(F)F)(=O)=O)([C:32]([CH3:35])([CH3:34])[CH3:33])([CH3:31])[CH3:30].CO. The catalyst class is: 2. (10) Reactant: [H-].[Na+].[Cl:3][C:4]1[C:12]2[NH:11][C:10]3[CH2:13][CH2:14][N:15]([C:18]([O:20][C:21]([CH3:24])([CH3:23])[CH3:22])=[O:19])[CH2:16][CH2:17][C:9]=3[C:8]=2[CH:7]=[C:6]([Cl:25])[CH:5]=1.Br[CH2:27][C:28]([O:30][CH2:31][CH3:32])=[O:29]. Product: [Cl:3][C:4]1[C:12]2[N:11]([CH2:27][C:28]([O:30][CH2:31][CH3:32])=[O:29])[C:10]3[CH2:13][CH2:14][N:15]([C:18]([O:20][C:21]([CH3:22])([CH3:24])[CH3:23])=[O:19])[CH2:16][CH2:17][C:9]=3[C:8]=2[CH:7]=[C:6]([Cl:25])[CH:5]=1. The catalyst class is: 3.